The task is: Predict which catalyst facilitates the given reaction.. This data is from Catalyst prediction with 721,799 reactions and 888 catalyst types from USPTO. (1) Reactant: C(O)(C(F)(F)F)=O.C(OC([N:15](C(OC(C)(C)C)=O)[C:16]1[C:21]([C:22]2[O:26][N:25]=[C:24]([C:27]3[CH:32]=[CH:31][C:30]([CH2:33][N:34](C)[C:35](=O)OC(C)(C)C)=[CH:29][C:28]=3[F:43])[CH:23]=2)=[CH:20][C:19]([C:44]2[CH:49]=[CH:48][C:47]([S:50]([CH:53]([CH3:55])[CH3:54])(=[O:52])=[O:51])=[CH:46][N:45]=2)=[CH:18][N:17]=1)=O)(C)(C)C. Product: [F:43][C:28]1[CH:29]=[C:30]([CH2:33][NH:34][CH3:35])[CH:31]=[CH:32][C:27]=1[C:24]1[CH:23]=[C:22]([C:21]2[C:16]([NH2:15])=[N:17][CH:18]=[C:19]([C:44]3[CH:49]=[CH:48][C:47]([S:50]([CH:53]([CH3:54])[CH3:55])(=[O:51])=[O:52])=[CH:46][N:45]=3)[CH:20]=2)[O:26][N:25]=1. The catalyst class is: 2. (2) Reactant: [N:1]1([CH2:7][C:8]([OH:10])=[O:9])[CH2:6][CH2:5][O:4][CH2:3][CH2:2]1.Cl.CN(C)CCCN=C=NCC.[CH:23]([C:26]1[CH:31]=[CH:30][CH:29]=[C:28]([CH:32]([CH3:34])[CH3:33])[C:27]=1[NH:35][C:36](=[O:59])[N:37]([CH2:51][C:52]1[CH:57]=[CH:56][C:55](O)=[CH:54][CH:53]=1)[CH2:38][C:39]1([C:45]2[CH:50]=[CH:49][CH:48]=[CH:47][N:46]=2)[CH2:44][CH2:43][CH2:42][CH2:41][CH2:40]1)([CH3:25])[CH3:24]. Product: [CH:32]([C:28]1[CH:29]=[CH:30][CH:31]=[C:26]([CH:23]([CH3:25])[CH3:24])[C:27]=1[NH:35][C:36](=[O:59])[N:37]([CH2:51][C:52]1[CH:57]=[CH:56][C:55]([O:9][C:8](=[O:10])[CH2:7][N:1]2[CH2:6][CH2:5][O:4][CH2:3][CH2:2]2)=[CH:54][CH:53]=1)[CH2:38][C:39]1([C:45]2[CH:50]=[CH:49][CH:48]=[CH:47][N:46]=2)[CH2:40][CH2:41][CH2:42][CH2:43][CH2:44]1)([CH3:33])[CH3:34]. The catalyst class is: 119.